Task: Predict which catalyst facilitates the given reaction.. Dataset: Catalyst prediction with 721,799 reactions and 888 catalyst types from USPTO (1) Product: [S:1]1[CH:5]=[CH:4][C:3]([C:6]2[O:10][N:9]=[C:8]([CH:11]=[O:12])[CH:7]=2)=[CH:2]1. The catalyst class is: 4. Reactant: [S:1]1[CH:5]=[CH:4][C:3]([C:6]2[O:10][N:9]=[C:8]([CH2:11][OH:12])[CH:7]=2)=[CH:2]1.CC(OI1(OC(C)=O)(OC(C)=O)OC(=O)C2C=CC=CC1=2)=O.C(OCC)C. (2) Reactant: [CH:1]1([NH:4][S:5]([C:8]2[CH:13]=[CH:12][CH:11]=[CH:10][C:9]=2[N+:14]([O-:16])=[O:15])(=[O:7])=[O:6])[CH2:3][CH2:2]1.[C:17](=O)([O-])[O-].[K+].[K+].CI. Product: [CH:1]1([N:4]([CH3:17])[S:5]([C:8]2[CH:13]=[CH:12][CH:11]=[CH:10][C:9]=2[N+:14]([O-:16])=[O:15])(=[O:7])=[O:6])[CH2:3][CH2:2]1. The catalyst class is: 9. (3) Reactant: Cl[C:2]([O:4][CH2:5][C:6]1[CH:11]=[CH:10][CH:9]=[CH:8][CH:7]=1)=[O:3].Cl.[NH2:13][C@H:14]1[CH2:18][N:17]([C:19]([O:21][C:22]([CH3:25])([CH3:24])[CH3:23])=[O:20])[C@H:16]([C:26]([O:28]C)=[O:27])[CH2:15]1.CCN(C(C)C)C(C)C.[OH-].[K+].Cl. Product: [CH2:5]([O:4][C:2]([NH:13][C@H:14]1[CH2:18][N:17]([C:19]([O:21][C:22]([CH3:23])([CH3:24])[CH3:25])=[O:20])[C@H:16]([C:26]([OH:28])=[O:27])[CH2:15]1)=[O:3])[C:6]1[CH:11]=[CH:10][CH:9]=[CH:8][CH:7]=1. The catalyst class is: 92.